Dataset: Peptide-MHC class I binding affinity with 185,985 pairs from IEDB/IMGT. Task: Regression. Given a peptide amino acid sequence and an MHC pseudo amino acid sequence, predict their binding affinity value. This is MHC class I binding data. (1) The peptide sequence is FSTSFYLISI. The MHC is HLA-A68:02 with pseudo-sequence HLA-A68:02. The binding affinity (normalized) is 0.948. (2) The peptide sequence is LLKFRVESC. The MHC is HLA-B08:01 with pseudo-sequence HLA-B08:01. The binding affinity (normalized) is 0.602. (3) The peptide sequence is ESSINISGY. The MHC is HLA-A29:02 with pseudo-sequence HLA-A29:02. The binding affinity (normalized) is 0.497. (4) The peptide sequence is MTRRRVLSV. The MHC is HLA-B44:02 with pseudo-sequence HLA-B44:02. The binding affinity (normalized) is 0.213. (5) The peptide sequence is FQCQNGQFI. The MHC is H-2-Db with pseudo-sequence H-2-Db. The binding affinity (normalized) is 0.647. (6) The peptide sequence is DIVKGLSGY. The MHC is HLA-B48:01 with pseudo-sequence HLA-B48:01. The binding affinity (normalized) is 0.0847.